Dataset: Forward reaction prediction with 1.9M reactions from USPTO patents (1976-2016). Task: Predict the product of the given reaction. (1) Given the reactants [C:1](O)(=O)[CH2:2][C:3]([OH:5])=[O:4].[CH3:8][CH:9]([CH2:12][CH2:13][CH3:14])C=O.N1CCCCC1.Cl, predict the reaction product. The product is: [CH3:8][CH:9]([CH2:12][CH2:13][CH3:14])/[CH:1]=[CH:2]/[C:3]([OH:5])=[O:4]. (2) Given the reactants [Br:1][C:2]1[CH:7]=[C:6]2[O:8][CH2:9][CH2:10][C:11]3([O:15][C:14](=[O:16])[N:13]=[C:12]3[O:17]CC)[C:5]2=[CH:4][CH:3]=1.C(=O)([O-])[O-].[K+].[K+], predict the reaction product. The product is: [Br:1][C:2]1[CH:7]=[C:6]2[O:8][CH2:9][CH2:10][C:11]3([O:15][C:14](=[O:16])[NH:13][C:12]3=[O:17])[C:5]2=[CH:4][CH:3]=1. (3) Given the reactants [F:1][CH:2]([F:14])[CH:3]1[C:12]2[C:7](=[CH:8][CH:9]=[CH:10][CH:11]=2)[NH:6][C:5](=O)[CH2:4]1.CSC.B, predict the reaction product. The product is: [F:14][CH:2]([F:1])[CH:3]1[C:12]2[C:7](=[CH:8][CH:9]=[CH:10][CH:11]=2)[NH:6][CH2:5][CH2:4]1. (4) Given the reactants C1COCC1.[CH3:6][O:7][C:8](=[O:16])[CH2:9][CH2:10][CH2:11][CH2:12][C:13](=[S:15])[NH2:14].Br[CH2:18][C:19]([C:21]1[CH:26]=[CH:25][C:24]([O:27][CH3:28])=[CH:23][C:22]=1[OH:29])=O, predict the reaction product. The product is: [CH3:6][O:7][C:8](=[O:16])[CH2:9][CH2:10][CH2:11][CH2:12][C:13]1[S:15][CH:18]=[C:19]([C:21]2[CH:26]=[CH:25][C:24]([O:27][CH3:28])=[CH:23][C:22]=2[OH:29])[N:14]=1. (5) Given the reactants [CH3:1][C:2]1[CH:3]=[C:4]([C:7]2[C:8]([C:26]3[CH:31]=[CH:30][CH:29]=[CH:28][CH:27]=3)=[C:9]([C:13]([CH:15]([C:17]3[CH:22]=[CH:21][C:20]([N:23]([CH3:25])[CH3:24])=[CH:19][CH:18]=3)[OH:16])=[O:14])[CH:10]=[CH:11][CH:12]=2)[S:5][CH:6]=1.[Bi]=O, predict the reaction product. The product is: [CH3:1][C:2]1[CH:3]=[C:4]([C:7]2[C:8]([C:26]3[CH:27]=[CH:28][CH:29]=[CH:30][CH:31]=3)=[C:9]([C:13]([C:15]([C:17]3[CH:22]=[CH:21][C:20]([N:23]([CH3:25])[CH3:24])=[CH:19][CH:18]=3)=[O:16])=[O:14])[CH:10]=[CH:11][CH:12]=2)[S:5][CH:6]=1. (6) Given the reactants [OH:1][C@@H:2]1[CH2:6][N:5]([CH2:7][CH2:8][C:9]#[N:10])[C@@H:4]([CH2:11][OH:12])[CH2:3]1.C(N(CC)[C:16](=[O:25])[C:17]1[CH:22]=[CH:21][CH:20]=[C:19]([CH3:23])[C:18]=1[CH3:24])C, predict the reaction product. The product is: [OH:1][C@@H:2]1[CH2:6][N:5]([CH2:7][CH2:8][C:9]2[NH:10][C:16](=[O:25])[C:17]3[C:18]([CH:24]=2)=[C:19]([CH3:23])[CH:20]=[CH:21][CH:22]=3)[C@@H:4]([CH2:11][OH:12])[CH2:3]1.